Dataset: Catalyst prediction with 721,799 reactions and 888 catalyst types from USPTO. Task: Predict which catalyst facilitates the given reaction. Reactant: [Cl:1][C:2]1[C:7]([N:8]([CH3:10])[CH3:9])=[CH:6][CH:5]=[CH:4][C:3]=1[CH2:11][OH:12].C(N(CC)CC)C.[CH3:20][S:21](Cl)(=[O:23])=[O:22].CN(C1C=CC=CN=1)C. Product: [Cl:1][C:2]1[C:7]([N:8]([CH3:9])[CH3:10])=[CH:6][CH:5]=[CH:4][C:3]=1[CH2:11][O:12][S:21]([CH3:20])(=[O:23])=[O:22]. The catalyst class is: 4.